Dataset: Forward reaction prediction with 1.9M reactions from USPTO patents (1976-2016). Task: Predict the product of the given reaction. (1) The product is: [OH:1][NH:2][C:3]([C:5]1([S:11][C:12]2[CH:13]=[CH:14][C:15]([O:18][CH2:19][C:20]#[C:21][CH3:22])=[CH:16][CH:17]=2)[CH2:10][CH2:9][N:8]([CH2:35][C:34]2[CH:37]=[CH:38][C:31]([Br:30])=[CH:32][CH:33]=2)[CH2:7][CH2:6]1)=[O:4]. Given the reactants [OH:1][NH:2][C:3]([C:5]1([S:11][C:12]2[CH:17]=[CH:16][C:15]([O:18][CH2:19][C:20]#[C:21][CH3:22])=[CH:14][CH:13]=2)[CH2:10][CH2:9][NH:8][CH2:7][CH2:6]1)=[O:4].C(N(CC)CC)C.[Br:30][C:31]1[CH:38]=[CH:37][C:34]([CH2:35]Br)=[CH:33][CH:32]=1.Cl, predict the reaction product. (2) Given the reactants [Cl-].C([NH+](CCCCCCCC)CCCCCCCC)CCCCCCC.C(N(CC)CC)C.C1C(O)=CC=C(C)C=1.ClCCl.[CH:45]12[CH2:51][CH:48]([CH2:49][CH2:50]1)[CH:47]=[CH:46]2.[CH:52]([O:54][CH3:55])=[O:53], predict the reaction product. The product is: [C:45]12([C:52]([O:54][CH3:55])=[O:53])[CH2:51][CH:48]([CH2:49][CH2:50]1)[CH2:47][CH2:46]2. (3) Given the reactants [NH2:1][C:2]1[C:10]([CH3:11])=[CH:9][CH:8]=[CH:7][C:3]=1[C:4]([OH:6])=O.[CH2:12]([NH2:14])[CH3:13].[OH:15][C:16]1[CH:23]=[CH:22][C:19]([CH:20]=O)=[CH:18][CH:17]=1.O[CH:25]1[CH2:30][CH2:29][N:28]([C:31](OC(C)(C)C)=O)[CH2:27][CH2:26]1.[CH2:38](OC1(O[Si](C)(C)C)CC1)[CH3:39], predict the reaction product. The product is: [CH:31]1([N:28]2[CH2:27][CH2:26][CH:25]([O:15][C:16]3[CH:23]=[CH:22][C:19]([C:20]4[N:14]([CH2:12][CH3:13])[C:4](=[O:6])[C:3]5[C:2](=[C:10]([CH3:11])[CH:9]=[CH:8][CH:7]=5)[N:1]=4)=[CH:18][CH:17]=3)[CH2:30][CH2:29]2)[CH2:39][CH2:38]1. (4) Given the reactants C(OC(=O)[NH:7][C:8]([C:10]1[S:11][C:12]([S:36][CH3:37])=[C:13]([S:15]([C:18]2[CH:19]=[C:20]([C:24]3[C:29]([NH:30][C:31](=[O:34])[CH2:32][Br:33])=[CH:28][CH:27]=[CH:26][C:25]=3[CH3:35])[CH:21]=[CH:22][CH:23]=2)(=[O:17])=[O:16])[CH:14]=1)=[NH:9])(C)(C)C.[C:39]([OH:45])([C:41]([F:44])([F:43])[F:42])=[O:40].C(Cl)Cl, predict the reaction product. The product is: [F:42][C:41]([F:44])([F:43])[C:39]([OH:45])=[O:40].[Br:33][CH2:32][C:31]([NH:30][C:29]1[CH:28]=[CH:27][CH:26]=[C:25]([CH3:35])[C:24]=1[C:20]1[CH:21]=[CH:22][CH:23]=[C:18]([S:15]([C:13]2[CH:14]=[C:10]([C:8](=[NH:7])[NH2:9])[S:11][C:12]=2[S:36][CH3:37])(=[O:17])=[O:16])[CH:19]=1)=[O:34]. (5) Given the reactants [CH3:1][O:2][C:3]1[CH:8]=[CH:7][C:6]([C@H:9]2[C@H:14]([CH2:15][O:16]C(C3C=CC=CC=3)(C3C=CC=CC=3)C3C=CC=CC=3)[CH2:13][N:12]([C:36]([O:38][CH2:39][C:40]3[CH:45]=[CH:44][CH:43]=[CH:42][CH:41]=3)=[O:37])[CH2:11][C@@H:10]2[O:46][CH2:47][C:48]2[CH:49]=[CH:50][C:51]3[O:56][CH2:55][C:54](=[O:57])[N:53]([CH2:58][CH2:59][CH2:60][O:61][CH3:62])[C:52]=3[CH:63]=2)=[CH:5][CH:4]=1.C(=O)(O)[O-].[Na+], predict the reaction product. The product is: [OH:16][CH2:15][C@H:14]1[C@H:9]([C:6]2[CH:7]=[CH:8][C:3]([O:2][CH3:1])=[CH:4][CH:5]=2)[C@@H:10]([O:46][CH2:47][C:48]2[CH:49]=[CH:50][C:51]3[O:56][CH2:55][C:54](=[O:57])[N:53]([CH2:58][CH2:59][CH2:60][O:61][CH3:62])[C:52]=3[CH:63]=2)[CH2:11][N:12]([C:36]([O:38][CH2:39][C:40]2[CH:41]=[CH:42][CH:43]=[CH:44][CH:45]=2)=[O:37])[CH2:13]1. (6) Given the reactants [C:1]1(=[O:11])[NH:5][C:4](=[O:6])[C:3]2=[CH:7][CH:8]=[CH:9][CH:10]=[C:2]12.[K].Br[CH2:14][C:15]1[CH:20]=[CH:19][C:18]([CH3:21])=[CH:17][C:16]=1[CH3:22], predict the reaction product. The product is: [CH3:22][C:16]1[CH:17]=[C:18]([CH3:21])[CH:19]=[CH:20][C:15]=1[CH2:14][N:5]1[C:1](=[O:11])[C:2]2[C:3](=[CH:7][CH:8]=[CH:9][CH:10]=2)[C:4]1=[O:6].